From a dataset of Full USPTO retrosynthesis dataset with 1.9M reactions from patents (1976-2016). Predict the reactants needed to synthesize the given product. (1) The reactants are: Br[C:2]1[CH:3]=[N:4][N:5]([CH3:7])[CH:6]=1.[CH3:8][C:9]1([CH3:25])[C:13]([CH3:15])([CH3:14])[O:12][B:11]([B:11]2[O:12][C:13]([CH3:15])([CH3:14])[C:9]([CH3:25])([CH3:8])[O:10]2)[O:10]1.CC([O-])=O.[K+]. Given the product [CH3:7][N:5]1[CH:6]=[C:2]([B:11]2[O:12][C:13]([CH3:15])([CH3:14])[C:9]([CH3:25])([CH3:8])[O:10]2)[CH:3]=[N:4]1, predict the reactants needed to synthesize it. (2) Given the product [CH3:33][O:32][C:27]1[CH:28]=[CH:29][CH:30]=[CH:31][C:26]=1[C:25]1[C:19]2[C:20](=[N:21][CH:22]=[C:17]([C:15]3[CH:14]=[C:8]([C:9]([N:11]([CH3:13])[CH3:12])=[O:10])[CH:7]=[C:6]([CH:16]=3)[C:5]([OH:42])=[O:4])[CH:18]=2)[N:23]([CH2:34][O:35][CH2:36][CH2:37][Si:38]([CH3:41])([CH3:39])[CH3:40])[N:24]=1, predict the reactants needed to synthesize it. The reactants are: [OH-].[Li+].C[O:4][C:5](=[O:42])[C:6]1[CH:16]=[C:15]([C:17]2[CH:18]=[C:19]3[C:25]([C:26]4[CH:31]=[CH:30][CH:29]=[CH:28][C:27]=4[O:32][CH3:33])=[N:24][N:23]([CH2:34][O:35][CH2:36][CH2:37][Si:38]([CH3:41])([CH3:40])[CH3:39])[C:20]3=[N:21][CH:22]=2)[CH:14]=[C:8]([C:9]([N:11]([CH3:13])[CH3:12])=[O:10])[CH:7]=1.O. (3) Given the product [CH3:7][N:6]1[C:2]([Sn:13]([CH2:15][CH2:16][CH2:17][CH3:18])([CH2:19][CH2:20][CH2:21][CH3:22])[CH2:9][CH2:10][CH2:11][CH3:12])=[CH:3][N:4]=[C:5]1[CH3:8], predict the reactants needed to synthesize it. The reactants are: Br[C:2]1[N:6]([CH3:7])[C:5]([CH3:8])=[N:4][CH:3]=1.[CH2:9]([Sn:13]([CH2:19][CH2:20][CH2:21][CH3:22])([CH2:15][CH2:16][CH2:17][CH3:18])Cl)[CH2:10][CH2:11][CH3:12]. (4) Given the product [CH:15]1[CH:16]=[CH:17][C:12]([C@@H:18]2[N:19]([C:28]([O:9][C@@H:3]3[CH:4]4[CH2:7][CH2:8][N:1]([CH2:6][CH2:5]4)[CH2:2]3)=[O:29])[CH2:20][CH2:21][C:22]3[CH:23]=[CH:24][CH:25]=[CH:26][C:27]2=3)=[CH:13][CH:14]=1, predict the reactants needed to synthesize it. The reactants are: [N:1]12[CH2:8][CH2:7][CH:4]([CH2:5][CH2:6]1)[C@@H:3]([OH:9])[CH2:2]2.[H-].[Na+].[C:12]1([C@H:18]2[C:27]3[C:22](=[CH:23][CH:24]=[CH:25][CH:26]=3)[CH2:21][CH2:20][N:19]2[C:28](OCCC)=[O:29])[CH:17]=[CH:16][CH:15]=[CH:14][CH:13]=1. (5) The reactants are: [NH2:1][C:2]1[CH:7]=[C:6]([C:8]2[C:9]([C:20]3[CH:25]=[CH:24][CH:23]=[C:22]([C:26]([F:29])([F:28])[F:27])[CH:21]=3)=[N:10][N:11]([C:13]3[CH:18]=[CH:17][C:16](=[O:19])[NH:15][N:14]=3)[CH:12]=2)[CH:5]=[CH:4][N:3]=1.NC1C=C(C2C(C3C=CC=CC=3)=NN(C3C=CC(=O)NN=3)C=2)C=CN=1. Given the product [NH2:1][C:2]1[CH:7]=[C:6]([C:8]2[C:9]([C:20]3[CH:25]=[CH:24][CH:23]=[C:22]([C:26]([F:29])([F:28])[F:27])[CH:21]=3)=[N:10][N:11]([C:13]3[CH2:18][CH2:17][C:16](=[O:19])[NH:15][N:14]=3)[CH:12]=2)[CH:5]=[CH:4][N:3]=1, predict the reactants needed to synthesize it. (6) Given the product [Br:14][C:5]1[C:4]([C:9]2[CH:13]=[CH:12][S:11][CH:10]=2)=[N:3][N:2]([CH3:1])[C:6]=1[CH:7]=[O:8], predict the reactants needed to synthesize it. The reactants are: [CH3:1][N:2]1[C:6]([CH2:7][OH:8])=[CH:5][C:4]([C:9]2[CH:13]=[CH:12][S:11][CH:10]=2)=[N:3]1.[Br:14]N1C(=O)CCC1=O. (7) Given the product [Cl:15][C:7]1[N:6]2[N:10]=[CH:11][CH:12]=[C:5]2[N:4]=[C:3]([S:2][CH3:1])[N:8]=1, predict the reactants needed to synthesize it. The reactants are: [CH3:1][S:2][C:3]1[NH:8][C:7](=O)[N:6]2[N:10]=[CH:11][CH:12]=[C:5]2[N:4]=1.P(Cl)(Cl)([Cl:15])=O.C(N(CC)CC)C. (8) Given the product [ClH:33].[ClH:48].[ClH:33].[NH2:4][C@:5]1([C:41]([OH:49])=[O:47])[C@@H:9]([CH2:10][CH2:11][CH2:12][B:13]([OH:14])[OH:17])[CH2:8][N:7]([CH2:22][CH:23]2[CH2:32][C:31]3[C:26](=[CH:27][C:28]([Cl:33])=[CH:29][CH:30]=3)[CH2:25][NH:24]2)[CH2:6]1, predict the reactants needed to synthesize it. The reactants are: C([NH:4][C@:5]1([C:41](=[O:47])NC(C)(C)C)[C@@H:9]([CH2:10][CH2:11][CH2:12][B:13]2[O:17]C(C)(C)C(C)(C)[O:14]2)[CH2:8][N:7]([CH2:22][CH:23]2[CH2:32][C:31]3[C:26](=[CH:27][C:28]([Cl:33])=[CH:29][CH:30]=3)[CH2:25][N:24]2C(OC(C)(C)C)=O)[CH2:6]1)(=O)C.[ClH:48].[OH2:49]. (9) Given the product [Cl:20][C:21]1[CH:26]=[CH:25][C:24]([S:27]([N:9]([CH:10]([CH3:19])[CH2:11][C:12]([O:14][C:15]([CH3:18])([CH3:17])[CH3:16])=[O:13])[C:5]2[CH:6]=[CH:7][CH:8]=[C:3]([O:2][CH3:1])[CH:4]=2)(=[O:29])=[O:28])=[CH:23][CH:22]=1, predict the reactants needed to synthesize it. The reactants are: [CH3:1][O:2][C:3]1[CH:4]=[C:5]([NH:9][CH:10]([CH3:19])[CH2:11][C:12]([O:14][C:15]([CH3:18])([CH3:17])[CH3:16])=[O:13])[CH:6]=[CH:7][CH:8]=1.[Cl:20][C:21]1[CH:26]=[CH:25][C:24]([S:27](Cl)(=[O:29])=[O:28])=[CH:23][CH:22]=1. (10) Given the product [Cl:1][C:2]1[CH:16]=[C:15]([Cl:17])[CH:14]=[CH:13][C:3]=1[CH2:4][N:5]1[C:9]([CH3:10])=[CH:8][CH:7]=[C:6]1/[CH:11]=[CH:19]/[C:20]([OH:22])=[O:21], predict the reactants needed to synthesize it. The reactants are: [Cl:1][C:2]1[CH:16]=[C:15]([Cl:17])[CH:14]=[CH:13][C:3]=1[CH2:4][N:5]1[C:9]([CH3:10])=[CH:8][CH:7]=[C:6]1[CH:11]=O.C(O)(=O)[CH2:19][C:20]([OH:22])=[O:21].N1CCCCC1.